Dataset: Full USPTO retrosynthesis dataset with 1.9M reactions from patents (1976-2016). Task: Predict the reactants needed to synthesize the given product. (1) Given the product [CH3:1][N:2]1[C:7](=[O:8])[CH:6]=[C:5]([C:9]2[CH:14]=[CH:13][N:12]=[CH:11][N:10]=2)[N:4]=[C:3]1[O:15][CH:16]1[CH2:21][CH2:20][N:19]([C:22]2[CH:23]=[CH:24][C:25]([CH2:26][N:27]3[CH2:32][CH2:31][NH:30][CH2:29][CH2:28]3)=[CH:40][CH:41]=2)[CH2:18][CH2:17]1, predict the reactants needed to synthesize it. The reactants are: [CH3:1][N:2]1[C:7](=[O:8])[CH:6]=[C:5]([C:9]2[CH:14]=[CH:13][N:12]=[CH:11][N:10]=2)[N:4]=[C:3]1[O:15][CH:16]1[CH2:21][CH2:20][N:19]([C:22]2[CH:41]=[CH:40][C:25]([CH2:26][N:27]3[CH2:32][CH2:31][N:30](C(OC(C)(C)C)=O)[CH2:29][CH2:28]3)=[CH:24][CH:23]=2)[CH2:18][CH2:17]1.FC(F)(F)C(O)=O. (2) The reactants are: [N:1]1([C:6]([C:8]2[CH:9]=[C:10]([C@@H:14]3[CH2:16][C@H:15]3[NH:17]C(=O)OC(C)(C)C)[CH:11]=[CH:12][CH:13]=2)=[O:7])[CH2:5][CH2:4][CH2:3][CH2:2]1.[ClH:25].C(OCC)(=O)C. Given the product [ClH:25].[NH2:17][C@@H:15]1[CH2:16][C@H:14]1[C:10]1[CH:9]=[C:8]([C:6]([N:1]2[CH2:2][CH2:3][CH2:4][CH2:5]2)=[O:7])[CH:13]=[CH:12][CH:11]=1, predict the reactants needed to synthesize it. (3) Given the product [F:15][C:16]1[CH:23]=[CH:22][C:19]([CH:20]([OH:21])[C:12]2[S:11][C:10]([C:5]3([CH3:4])[O:6][CH2:7][CH2:8][O:9]3)=[CH:14][CH:13]=2)=[CH:18][CH:17]=1, predict the reactants needed to synthesize it. The reactants are: CCC.[CH3:4][C:5]1([C:10]2[S:11][CH:12]=[CH:13][CH:14]=2)[O:9][CH2:8][CH2:7][O:6]1.[F:15][C:16]1[CH:23]=[CH:22][C:19]([CH:20]=[O:21])=[CH:18][CH:17]=1.[Cl-].[NH4+]. (4) Given the product [Br:17][C:18]1[CH:19]=[C:20]([CH:24]=[CH:25][C:26]=1[O:27][CH3:28])[C:21]([C:10]1[CH:11]=[CH:12][CH:13]=[C:14]([F:15])[C:9]=1[C:7]#[N:8])=[O:22], predict the reactants needed to synthesize it. The reactants are: [Cu]C#N.[Br-].[Li+].[I-].[C:7]([C:9]1[C:14]([F:15])=[CH:13][CH:12]=[CH:11][C:10]=1[Zn+])#[N:8].[Br:17][C:18]1[CH:19]=[C:20]([CH:24]=[CH:25][C:26]=1[O:27][CH3:28])[C:21](Cl)=[O:22].[NH4+].[Cl-]. (5) Given the product [C:1]([O:5][C:6](=[O:22])[NH:7][C:8]1[CH:13]=[C:12]([O:14][CH3:15])[C:11]([N:16]2[CH:20]=[CH:19][CH:18]=[CH:17]2)=[CH:10][C:9]=1[NH:21][C:26](=[O:25])[CH2:27][C:28]([C:30]1[CH:37]=[CH:36][CH:35]=[C:32]([C:33]#[N:34])[CH:31]=1)=[O:29])([CH3:4])([CH3:2])[CH3:3], predict the reactants needed to synthesize it. The reactants are: [C:1]([O:5][C:6](=[O:22])[NH:7][C:8]1[CH:13]=[C:12]([O:14][CH3:15])[C:11]([N:16]2[CH:20]=[CH:19][CH:18]=[CH:17]2)=[CH:10][C:9]=1[NH2:21])([CH3:4])([CH3:3])[CH3:2].CC1(C)[O:29][C:28]([C:30]2[CH:31]=[C:32]([CH:35]=[CH:36][CH:37]=2)[C:33]#[N:34])=[CH:27][C:26](=O)[O:25]1. (6) Given the product [C:13]1([C:12]#[C:11][C:9]2[S:10][C:6]([C:4]([OH:5])=[O:3])=[CH:7][N:8]=2)[CH:18]=[CH:17][CH:16]=[CH:15][CH:14]=1, predict the reactants needed to synthesize it. The reactants are: C([O:3][C:4]([C:6]1[S:10][C:9]([C:11]#[C:12][C:13]2[CH:18]=[CH:17][CH:16]=[CH:15][CH:14]=2)=[N:8][CH:7]=1)=[O:5])C.[OH-].[Li+].O1CCCC1. (7) The reactants are: Cl.[F:2][C:3]1[CH:8]=[C:7]([C:9]2[CH:18]=[CH:17][C:12]3[N:13]([CH3:16])[CH:14]=[N:15][C:11]=3[CH:10]=2)[CH:6]=[CH:5][C:4]=1[C:19]([N:21]1[CH2:26][CH2:25][NH:24][C@@H:23]([CH3:27])[CH2:22]1)=[O:20].[OH:28][C:29]1([C:32](O)=[O:33])[CH2:31][CH2:30]1.CN(C(ON1N=NC2C=CC=CC1=2)=[N+](C)C)C.F[P-](F)(F)(F)(F)F.CCN(C(C)C)C(C)C. Given the product [F:2][C:3]1[CH:8]=[C:7]([C:9]2[CH:18]=[CH:17][C:12]3[N:13]([CH3:16])[CH:14]=[N:15][C:11]=3[CH:10]=2)[CH:6]=[CH:5][C:4]=1[C:19]([N:21]1[CH2:26][CH2:25][N:24]([C:32]([C:29]2([OH:28])[CH2:31][CH2:30]2)=[O:33])[C@@H:23]([CH3:27])[CH2:22]1)=[O:20], predict the reactants needed to synthesize it. (8) The reactants are: [NH2:1][C@H:2]([C:6]([O:8][C:9]([CH3:12])([CH3:11])[CH3:10])=[O:7])[C@@H:3]([CH3:5])[OH:4].Cl.CCN(C(C)C)C(C)C.[NH:23]([C:35]([O:37][CH2:38][CH:39]=[CH2:40])=[O:36])[C@H:24]([C:32](O)=[O:33])[CH2:25][C:26]1[CH:31]=[CH:30][CH:29]=[CH:28][CH:27]=1.C(Cl)CCl. Given the product [NH:23]([C:35]([O:37][CH2:38][CH:39]=[CH2:40])=[O:36])[C@H:24]([C:32]([NH:1][C@H:2]([C:6]([O:8][C:9]([CH3:11])([CH3:10])[CH3:12])=[O:7])[C@@H:3]([CH3:5])[OH:4])=[O:33])[CH2:25][C:26]1[CH:31]=[CH:30][CH:29]=[CH:28][CH:27]=1, predict the reactants needed to synthesize it. (9) Given the product [F:1][CH:2]([F:9])[C:3]1[CH:7]=[C:6]([I:15])[N:5]([CH3:8])[N:4]=1, predict the reactants needed to synthesize it. The reactants are: [F:1][CH:2]([F:9])[C:3]1[CH:7]=[CH:6][N:5]([CH3:8])[N:4]=1.[Li]CCCC.[I:15]I. (10) Given the product [N:26]1[N:34]2[C:29]([CH2:30][O:31][CH2:32][CH2:33]2)=[CH:28][C:27]=1[CH:35]([NH:36][C:37]1[CH:42]=[CH:41][CH:40]=[C:39]([O:43][CH3:44])[CH:38]=1)[C:8]([C:10]1[C:18]2[C:13](=[CH:14][CH:15]=[CH:16][CH:17]=2)[NH:12][CH:11]=1)=[O:9], predict the reactants needed to synthesize it. The reactants are: C(N(CC)CC)C.[CH:8]([C:10]1[C:18]2[C:13](=[CH:14][CH:15]=[CH:16][CH:17]=2)[N:12](C(OC(C)(C)C)=O)[CH:11]=1)=[O:9].[N:26]1[N:34]2[C:29]([CH2:30][O:31][CH2:32][CH2:33]2)=[CH:28][C:27]=1[CH:35]=[N:36][C:37]1[CH:42]=[CH:41][CH:40]=[C:39]([O:43][CH3:44])[CH:38]=1.